From a dataset of Forward reaction prediction with 1.9M reactions from USPTO patents (1976-2016). Predict the product of the given reaction. (1) Given the reactants C([N:14]1C[CH:16]([O:18][CH:19]([C:28]2C=CC(Cl)=CC=2)C2C=CC(Cl)=CC=2Cl)[CH2:15]1)(C1C=CC=CC=1)C1C=CC=CC=1.Cl[CH:36]([O:38]C(Cl)=O)C, predict the reaction product. The product is: [C:16]([O:18][CH2:19][CH3:28])(=[O:38])[CH3:15].[CH3:36][OH:38].[OH-:18].[NH4+:14]. (2) Given the reactants [Cl:1][C:2]1[CH:3]=[C:4]([CH:7]=[CH:8][C:9]=1[CH:10]=CN(C)C)[C:5]#[N:6].I([O-])(=O)(=O)=[O:16].[Na+], predict the reaction product. The product is: [Cl:1][C:2]1[CH:3]=[C:4]([CH:7]=[CH:8][C:9]=1[CH:10]=[O:16])[C:5]#[N:6]. (3) Given the reactants [CH2:1]([O:8][C:9]([NH:11][C:12]1[CH:27]=[CH:26][C:15]([O:16][C:17]2[CH:22]=[CH:21][N:20]=[C:19](C(O)=O)[CH:18]=2)=[CH:14][C:13]=1[F:28])=[O:10])[C:2]1[CH:7]=[CH:6][CH:5]=[CH:4][CH:3]=1.C([N:31]([CH2:34]C)CC)C.C1(P(N=[N+]=[N-])(C2C=CC=CC=2)=[O:43])C=CC=CC=1.C(OCC)(=O)C.[C:59]([OH:63])([CH3:62])([CH3:61])[CH3:60], predict the reaction product. The product is: [CH2:1]([O:8][C:9]([NH:11][C:12]1[CH:27]=[CH:26][C:15]([O:16][C:17]2[CH:22]=[CH:21][N:20]=[C:19]([NH:31][C:34](=[O:43])[O:63][C:59]([CH3:62])([CH3:61])[CH3:60])[CH:18]=2)=[CH:14][C:13]=1[F:28])=[O:10])[C:2]1[CH:3]=[CH:4][CH:5]=[CH:6][CH:7]=1. (4) Given the reactants Cl.[NH2:2][CH2:3][C:4]1[CH:13]=[CH:12][CH:11]=[C:10]2[C:5]=1[C:6](=[O:23])[N:7]([CH:15]1[CH2:20][CH2:19][C:18](=[O:21])[NH:17][C:16]1=[O:22])[C:8]([CH3:14])=[N:9]2.[F:24][C:25]([F:37])([F:36])[O:26][C:27]1[CH:35]=[CH:34][C:30]([C:31](Cl)=[O:32])=[CH:29][CH:28]=1.C(N(CC)C(C)C)(C)C, predict the reaction product. The product is: [O:22]=[C:16]1[CH:15]([N:7]2[C:6](=[O:23])[C:5]3[C:10](=[CH:11][CH:12]=[CH:13][C:4]=3[CH2:3][NH:2][C:31](=[O:32])[C:30]3[CH:34]=[CH:35][C:27]([O:26][C:25]([F:24])([F:36])[F:37])=[CH:28][CH:29]=3)[N:9]=[C:8]2[CH3:14])[CH2:20][CH2:19][C:18](=[O:21])[NH:17]1. (5) Given the reactants Br[CH2:2][B-:3]([F:6])([F:5])[F:4].[K+:7].[CH3:8][C@@H:9]1[NH:14][CH2:13][CH2:12][N:11]([C:15]([O:17][C:18]([CH3:21])([CH3:20])[CH3:19])=[O:16])[CH2:10]1.C([O-])([O-])=O.[K+].[K+], predict the reaction product. The product is: [C:18]([O:17][C:15]([N:11]1[CH2:12][CH2:13][N:14]([CH2:2][B-:3]([F:6])([F:5])[F:4])[C@@H:9]([CH3:8])[CH2:10]1)=[O:16])([CH3:21])([CH3:19])[CH3:20].[K+:7].